Task: Regression. Given a peptide amino acid sequence and an MHC pseudo amino acid sequence, predict their binding affinity value. This is MHC class II binding data.. Dataset: Peptide-MHC class II binding affinity with 134,281 pairs from IEDB (1) The peptide sequence is SEDLGKTFSVGTGNC. The MHC is DRB1_0901 with pseudo-sequence DRB1_0901. The binding affinity (normalized) is 0.546. (2) The peptide sequence is ILELAQSETCSPGGQ. The MHC is DRB3_0101 with pseudo-sequence DRB3_0101. The binding affinity (normalized) is 0.